From a dataset of Catalyst prediction with 721,799 reactions and 888 catalyst types from USPTO. Predict which catalyst facilitates the given reaction. (1) Reactant: [CH2:1]([O:8][C:9]([N:11]1[C@H:16]([CH3:17])[CH2:15][N:14](CC2C=CC(OC)=CC=2OC)[C:13](=[O:29])[C@@H:12]1[CH3:30])=[O:10])[C:2]1[CH:7]=[CH:6][CH:5]=[CH:4][CH:3]=1.S(OOS([O-])(=O)=O)([O-])(=O)=O.[K+].[K+].P([O-])([O-])([O-])=O.[Na+].[Na+].[Na+].C(OCC)(=O)C. Product: [CH2:1]([O:8][C:9]([N:11]1[C@H:16]([CH3:17])[CH2:15][NH:14][C:13](=[O:29])[C@@H:12]1[CH3:30])=[O:10])[C:2]1[CH:3]=[CH:4][CH:5]=[CH:6][CH:7]=1. The catalyst class is: 47. (2) Reactant: C([O:5][N:6]=[C:7]1[C:16]2[C:11](=[CH:12][C:13]([Br:18])=[C:14]([CH3:17])[CH:15]=2)[O:10][C:9]([C:19]2[N:20]=[CH:21][C:22]3[C:27]([CH:28]=2)=[CH:26][CH:25]=[CH:24][CH:23]=3)=[CH:8]1)(C)(C)C. Product: [Br:18][C:13]1[CH:12]=[C:11]2[C:16]([C:7](=[N:6][OH:5])[CH:8]=[C:9]([C:19]3[N:20]=[CH:21][C:22]4[C:27]([CH:28]=3)=[CH:26][CH:25]=[CH:24][CH:23]=4)[O:10]2)=[CH:15][C:14]=1[CH3:17]. The catalyst class is: 528. (3) Reactant: [CH3:1][C:2]1[C:11]([N+:12]([O-:14])=[O:13])=[CH:10][CH:9]=[CH:8][C:3]=1[C:4]([O:6][CH3:7])=[O:5].[Br:15]N1C(=O)CCC1=O. Product: [Br:15][CH2:1][C:2]1[C:11]([N+:12]([O-:14])=[O:13])=[CH:10][CH:9]=[CH:8][C:3]=1[C:4]([O:6][CH3:7])=[O:5]. The catalyst class is: 340. (4) Reactant: [CH3:1][N:2]1[C:6]([C:7]([C:9]2[CH:14]=[CH:13][C:12]([N+:15]([O-])=O)=[C:11]([CH3:18])[CH:10]=2)=[O:8])=[CH:5][N:4]=[CH:3]1.O.O.[Sn](Cl)Cl. Product: [NH2:15][C:12]1[CH:13]=[CH:14][C:9]([C:7]([C:6]2[N:2]([CH3:1])[CH:3]=[N:4][CH:5]=2)=[O:8])=[CH:10][C:11]=1[CH3:18]. The catalyst class is: 14. (5) Reactant: [CH2:1]([N:8]1[C:12]2[CH:13]=[CH:14][C:15]3[N:16]([C:17]([CH3:20])=[N:18][N:19]=3)[C:11]=2[CH:10]=[C:9]1[C:21]1[NH:25][N:24]=[CH:23][CH:22]=1)[C:2]1[CH:7]=[CH:6][CH:5]=[CH:4][CH:3]=1.Cl.Cl[CH2:28][CH2:29][N:30]1[CH2:35][CH2:34][O:33][CH2:32][CH2:31]1.C([O-])([O-])=O.[Cs+].[Cs+]. Product: [CH2:1]([N:8]1[C:12]2[CH:13]=[CH:14][C:15]3[N:16]([C:17]([CH3:20])=[N:18][N:19]=3)[C:11]=2[CH:10]=[C:9]1[C:21]1[CH:22]=[CH:23][N:24]([CH2:28][CH2:29][N:30]2[CH2:35][CH2:34][O:33][CH2:32][CH2:31]2)[N:25]=1)[C:2]1[CH:3]=[CH:4][CH:5]=[CH:6][CH:7]=1. The catalyst class is: 3. (6) Reactant: Cl[C:2]1[CH:7]=[CH:6][C:5]([C:8]2([C:11]([N:13]3[CH2:17][CH2:16][C@@:15]4([C:21]5[CH:22]=[CH:23][CH:24]=[CH:25][C:20]=5[C:19](=[O:26])[O:18]4)[CH2:14]3)=[O:12])[CH2:10][CH2:9]2)=[CH:4][CH:3]=1.[NH:27]1[CH2:32][CH2:31][O:30][CH2:29][CH2:28]1.CC(C)([O-])C.[Na+].C(P(C(C)(C)C)C1C=CC=CC=1C1C=CC=CC=1)(C)(C)C.O1CCOCC1. Product: [N:27]1([C:2]2[CH:7]=[CH:6][C:5]([C:8]3([C:11]([N:13]4[CH2:17][CH2:16][C@@:15]5([C:21]6[CH:22]=[CH:23][CH:24]=[CH:25][C:20]=6[C:19](=[O:26])[O:18]5)[CH2:14]4)=[O:12])[CH2:10][CH2:9]3)=[CH:4][CH:3]=2)[CH2:32][CH2:31][O:30][CH2:29][CH2:28]1. The catalyst class is: 167. (7) Reactant: OB(O)[C:3]1[CH:11]=[CH:10][C:6]([C:7]([OH:9])=[O:8])=[C:5]([F:12])[C:4]=1[F:13].Br[C:16]1[CH:17]=[N:18][C:19]([NH2:22])=[N:20][CH:21]=1.C(=O)([O-])[O-].[K+].[K+]. Product: [NH2:22][C:19]1[N:20]=[CH:21][C:16]([C:3]2[CH:11]=[CH:10][C:6]([C:7]([OH:9])=[O:8])=[C:5]([F:12])[C:4]=2[F:13])=[CH:17][N:18]=1. The catalyst class is: 460. (8) Reactant: [CH:1]1([CH2:4][O:5][C:6]2[N:11]=[CH:10][C:9]([OH:12])=[CH:8][CH:7]=2)[CH2:3][CH2:2]1.C(=O)([O-])[O-].[K+].[K+].[CH3:19][O:20][CH2:21]Cl.O. Product: [CH:1]1([CH2:4][O:5][C:6]2[CH:7]=[CH:8][C:9]([O:12][CH2:19][O:20][CH3:21])=[CH:10][N:11]=2)[CH2:2][CH2:3]1. The catalyst class is: 3.